The task is: Predict the reactants needed to synthesize the given product.. This data is from Full USPTO retrosynthesis dataset with 1.9M reactions from patents (1976-2016). Given the product [CH2:22]([O:21][C:14]1[CH:13]=[C:12]([CH:17]=[CH:16][C:15]=1[N+:18]([O-:20])=[O:19])[CH2:11][CH:7]1[NH:6][C:4](=[O:5])[C:3]2[CH:29]=[CH:30][CH:31]=[CH:32][C:2]=2[NH:1][C:8]1=[O:9])[C:23]1[CH:28]=[CH:27][CH:26]=[CH:25][CH:24]=1, predict the reactants needed to synthesize it. The reactants are: [NH2:1][C:2]1[CH:32]=[CH:31][CH:30]=[CH:29][C:3]=1[C:4]([NH:6][CH:7]([CH2:11][C:12]1[CH:17]=[CH:16][C:15]([N+:18]([O-:20])=[O:19])=[C:14]([O:21][CH2:22][C:23]2[CH:28]=[CH:27][CH:26]=[CH:25][CH:24]=2)[CH:13]=1)[C:8](O)=[O:9])=[O:5].C1C=CC2N(O)N=NC=2C=1.Cl.C(N=C=NCCCN(C)C)C.